Dataset: Reaction yield outcomes from USPTO patents with 853,638 reactions. Task: Predict the reaction yield, written as a fraction of the theoretical maximum amount of product (1.0 means a 100% yield; for example, 0.34 means a 34% yield). The reactants are [CH3:1][O:2][C:3]1[CH:33]=[CH:32][C:6]([CH2:7][N:8]2[C:12]3=[N:13][CH:14]=[CH:15][C:16]([O:17][C:18]4[CH:23]=[CH:22][C:21]([NH2:24])=[CH:20][C:19]=4[F:25])=[C:11]3[C:10]([C:26]3[N:27]([CH3:31])[CH:28]=[CH:29][N:30]=3)=[N:9]2)=[CH:5][CH:4]=1.[F:34][C:35]1[CH:40]=[CH:39][C:38]([N:41]2[C:46](=[O:47])[C:45]([C:48](O)=[O:49])=[CH:44][CH:43]=[N:42]2)=[CH:37][CH:36]=1.Cl.C(N=C=NCCCN(C)C)C.N1(O)C2C=CC=CC=2N=N1.C(N(C(C)C)C(C)C)C. The catalyst is C(Cl)Cl. The product is [F:25][C:19]1[CH:20]=[C:21]([NH:24][C:48]([C:45]2[C:46](=[O:47])[N:41]([C:38]3[CH:39]=[CH:40][C:35]([F:34])=[CH:36][CH:37]=3)[N:42]=[CH:43][CH:44]=2)=[O:49])[CH:22]=[CH:23][C:18]=1[O:17][C:16]1[CH:15]=[CH:14][N:13]=[C:12]2[N:8]([CH2:7][C:6]3[CH:5]=[CH:4][C:3]([O:2][CH3:1])=[CH:33][CH:32]=3)[N:9]=[C:10]([C:26]3[N:27]([CH3:31])[CH:28]=[CH:29][N:30]=3)[C:11]=12. The yield is 0.597.